Predict which catalyst facilitates the given reaction. From a dataset of Catalyst prediction with 721,799 reactions and 888 catalyst types from USPTO. (1) Reactant: [CH:1]([CH:14]1[NH:23][CH:22]2[CH:17]([CH2:18][CH2:19][CH2:20][CH2:21]2)[N:16](C(OC(C)(C)C)=O)[CH2:15]1)([C:8]1[CH:13]=[CH:12][CH:11]=[CH:10][CH:9]=1)[C:2]1[CH:7]=[CH:6][CH:5]=[CH:4][CH:3]=1.[ClH:31]. Product: [ClH:31].[ClH:31].[CH:1]([CH:14]1[CH2:15][NH:16][CH:17]2[CH:22]([CH2:21][CH2:20][CH2:19][CH2:18]2)[NH:23]1)([C:8]1[CH:13]=[CH:12][CH:11]=[CH:10][CH:9]=1)[C:2]1[CH:3]=[CH:4][CH:5]=[CH:6][CH:7]=1. The catalyst class is: 13. (2) Reactant: [Cl:1][C:2]1[N:3]=[C:4](Cl)[C:5]2[CH:10]=[CH:9][N:8]([S:11]([C:14]3[CH:19]=[CH:18][C:17]([CH3:20])=[CH:16][CH:15]=3)(=[O:13])=[O:12])[C:6]=2[N:7]=1.[NH2:22][C:23]1[CH:31]=[CH:30][CH:29]=[C:28]([Br:32])[C:24]=1[C:25]([OH:27])=[O:26].C(N(C(C)C)C(C)C)C. Product: [Br:32][C:28]1[CH:29]=[CH:30][CH:31]=[C:23]([NH:22][C:4]2[C:5]3[CH:10]=[CH:9][N:8]([S:11]([C:14]4[CH:19]=[CH:18][C:17]([CH3:20])=[CH:16][CH:15]=4)(=[O:13])=[O:12])[C:6]=3[N:7]=[C:2]([Cl:1])[N:3]=2)[C:24]=1[C:25]([OH:27])=[O:26]. The catalyst class is: 41. (3) Reactant: [CH2:1]([O:3][C:4](=[O:18])[C:5]1[CH:15]=[C:14](Br)[C:8]([C:9]([O:11][CH2:12][CH3:13])=[O:10])=[CH:7][C:6]=1Br)[CH3:2].[CH3:19][Si:20]([CH3:40])([CH3:39])[C:21]1[S:25][C:24]2[CH:26]=[C:27](B3OC(C)(C)C(C)(C)O3)[CH:28]=[CH:29][C:23]=2[CH:22]=1.C(=O)([O-])[O-].[K+].[K+]. Product: [CH2:1]([O:3][C:4](=[O:18])[C:5]1[CH:15]=[C:14]([C:27]2[CH:28]=[CH:29][C:23]3[CH:22]=[C:21]([Si:20]([CH3:39])([CH3:19])[CH3:40])[S:25][C:24]=3[CH:26]=2)[C:8]([C:9]([O:11][CH2:12][CH3:13])=[O:10])=[CH:7][C:6]=1[C:27]1[CH:28]=[CH:29][C:23]2[CH:22]=[C:21]([Si:20]([CH3:19])([CH3:39])[CH3:40])[S:25][C:24]=2[CH:26]=1)[CH3:2]. The catalyst class is: 109. (4) Reactant: Cl[C:2]1[CH:17]=[C:16]([NH:18][C@H:19]2[CH2:24][CH2:23][CH2:22][CH:21]([F:25])[CH2:20]2)[C:5]([C:6]([NH:8][CH2:9][CH:10]([F:15])[C:11]([OH:14])([CH3:13])[CH3:12])=[O:7])=[CH:4][N:3]=1.[S:26]1[C:30]2[CH:31]=[C:32]([NH2:35])[CH:33]=[CH:34][C:29]=2[N:28]=[CH:27]1.C(O)(C(F)(F)F)=O. Product: [S:26]1[C:30]2[CH:31]=[C:32]([NH:35][C:2]3[CH:17]=[C:16]([NH:18][CH:19]4[CH2:24][CH2:23][CH2:22][CH:21]([F:25])[CH2:20]4)[C:5]([C:6]([NH:8][CH2:9][CH:10]([F:15])[C:11]([OH:14])([CH3:13])[CH3:12])=[O:7])=[CH:4][N:3]=3)[CH:33]=[CH:34][C:29]=2[N:28]=[CH:27]1. The catalyst class is: 192. (5) Reactant: [CH2:1]([C:5]1([O:34][CH3:35])[CH2:10][CH2:9][N:8]([C:11]2[CH:33]=[CH:32][C:14]([C:15]([NH:17][CH2:18][C:19]([C:21]3[CH:31]=[CH:30][C:24]([C:25]([O:27][CH2:28][CH3:29])=[O:26])=[CH:23][CH:22]=3)=O)=O)=[CH:13][CH:12]=2)[CH2:7][CH2:6]1)[CH2:2][CH2:3][CH3:4].P12(SP3(SP(SP(S3)(S1)=S)(=S)S2)=S)=[S:37].C(N(CC)CC)C.O. Product: [CH2:1]([C:5]1([O:34][CH3:35])[CH2:10][CH2:9][N:8]([C:11]2[CH:33]=[CH:32][C:14]([C:15]3[S:37][C:19]([C:21]4[CH:31]=[CH:30][C:24]([C:25]([O:27][CH2:28][CH3:29])=[O:26])=[CH:23][CH:22]=4)=[CH:18][N:17]=3)=[CH:13][CH:12]=2)[CH2:7][CH2:6]1)[CH2:2][CH2:3][CH3:4]. The catalyst class is: 216. (6) Reactant: [C:1]1([CH2:7][N:8]2[CH2:17][CH2:16][CH2:15][C@H:9]2[C:10]([O:12]CC)=[O:11])[CH:6]=[CH:5][CH:4]=[CH:3][CH:2]=1.[OH-].[Na+].[ClH:20]. Product: [ClH:20].[C:1]1([CH2:7][N:8]2[CH2:17][CH2:16][CH2:15][C@H:9]2[C:10]([OH:12])=[O:11])[CH:2]=[CH:3][CH:4]=[CH:5][CH:6]=1. The catalyst class is: 636. (7) Reactant: [F:1][C:2]1[CH:7]=[CH:6][C:5]([C:8]2[N:9]=[C:10]3[CH:15]=[CH:14][C:13](S(C)(=O)=O)=[N:12][N:11]3[C:20]=2[C:21]2[CH:22]=[CH:23][C:24]3[N:25]([CH:27]=[C:28]([NH:30][C:31](=[O:38])[C:32]4[CH:37]=[CH:36][N:35]=[CH:34][CH:33]=4)[N:29]=3)[N:26]=2)=[CH:4][CH:3]=1.[NH:39]1[CH2:43][CH2:42][CH2:41][CH2:40]1. Product: [F:1][C:2]1[CH:7]=[CH:6][C:5]([C:8]2[N:9]=[C:10]3[CH:15]=[CH:14][C:13]([N:39]4[CH2:43][CH2:42][CH2:41][CH2:40]4)=[N:12][N:11]3[C:20]=2[C:21]2[CH:22]=[CH:23][C:24]3[N:25]([CH:27]=[C:28]([NH:30][C:31](=[O:38])[C:32]4[CH:37]=[CH:36][N:35]=[CH:34][CH:33]=4)[N:29]=3)[N:26]=2)=[CH:4][CH:3]=1. The catalyst class is: 37. (8) Reactant: [Cl:1][C:2]1[CH:3]=[C:4]([C:24]2([C:30]([O:32]CC)=[O:31])[CH2:29][CH2:28][CH2:27][CH2:26][CH2:25]2)[CH:5]=[C:6]([C:14]2[CH:19]=[CH:18][C:17]([C:20]([F:23])([F:22])[F:21])=[CH:16][CH:15]=2)[C:7]=1[O:8][CH2:9][C:10]([F:13])([F:12])[F:11].O.[OH-].[Li+]. Product: [Cl:1][C:2]1[CH:3]=[C:4]([C:24]2([C:30]([OH:32])=[O:31])[CH2:25][CH2:26][CH2:27][CH2:28][CH2:29]2)[CH:5]=[C:6]([C:14]2[CH:15]=[CH:16][C:17]([C:20]([F:21])([F:22])[F:23])=[CH:18][CH:19]=2)[C:7]=1[O:8][CH2:9][C:10]([F:12])([F:13])[F:11]. The catalyst class is: 200.